From a dataset of Catalyst prediction with 721,799 reactions and 888 catalyst types from USPTO. Predict which catalyst facilitates the given reaction. (1) Reactant: [NH2:1][C:2]1[CH:7]=[C:6]([F:8])[CH:5]=[CH:4][C:3]=1[OH:9].Cl[CH2:11][S:12](Cl)(=[O:14])=[O:13].N1C=CC=CC=1.Cl.C(=O)([O-])[O-].[K+].[K+]. Product: [F:8][C:6]1[CH:5]=[CH:4][C:3]2[O:9][CH2:11][S:12](=[O:14])(=[O:13])[NH:1][C:2]=2[CH:7]=1. The catalyst class is: 36. (2) Reactant: CS[C:3]1[N:7]=[C:6]([C:8]2[CH:13]=[CH:12][CH:11]=[C:10]([Cl:14])[CH:9]=2)[S:5][N:4]=1.Cl[C:16]1C=C(C=CC=1)C(OO)=O.[S:26]([O-:29])([O-])=[O:27].[Na+].[Na+]. Product: [CH3:16][S:26]([C:3]1[N:7]=[C:6]([C:8]2[CH:13]=[CH:12][CH:11]=[C:10]([Cl:14])[CH:9]=2)[S:5][N:4]=1)(=[O:29])=[O:27]. The catalyst class is: 22. (3) Reactant: C(O[C:4](=[C:11]1[C:19]2[C:14](=[CH:15][CH:16]=[C:17]([N+:20]([O-:22])=[O:21])[CH:18]=2)[NH:13][C:12]1=[O:23])[C:5]1[CH:10]=[CH:9][CH:8]=[CH:7][CH:6]=1)C.[C:24]([O:28][C:29]([NH:31][C@H:32]([C:34]1[CH:40]=[CH:39][C:37]([NH2:38])=[CH:36][CH:35]=1)[CH3:33])=[O:30])([CH3:27])([CH3:26])[CH3:25]. Product: [C:24]([O:28][C:29]([NH:31][C@H:32]([C:34]1[CH:40]=[CH:39][C:37]([NH:38]/[C:4](=[C:11]2\[C:12](=[O:23])[NH:13][C:14]3[C:19]\2=[CH:18][C:17]([N+:20]([O-:22])=[O:21])=[CH:16][CH:15]=3)/[C:5]2[CH:10]=[CH:9][CH:8]=[CH:7][CH:6]=2)=[CH:36][CH:35]=1)[CH3:33])=[O:30])([CH3:25])([CH3:26])[CH3:27]. The catalyst class is: 3. (4) Reactant: [OH:1][C:2]1[C:3]([C:13]([O:15][CH3:16])=[O:14])=[CH:4][C:5]2[C:10]([CH:11]=1)=[C:9]([OH:12])[CH:8]=[CH:7][CH:6]=2.[C:17](=O)([O-])[O-].[K+].[K+].CC(C)=O.COS(OC)(=O)=O. Product: [OH:1][C:2]1[C:3]([C:13]([O:15][CH3:16])=[O:14])=[CH:4][C:5]2[C:10]([CH:11]=1)=[C:9]([O:12][CH3:17])[CH:8]=[CH:7][CH:6]=2. The catalyst class is: 46. (5) The catalyst class is: 3. Reactant: [NH2:1][C:2]1[CH:7]=[CH:6][C:5]([C:8]2[C:16]3[C:11](=[N:12][CH:13]=[N:14][C:15]=3[NH2:17])[N:10]([CH:18]3[CH2:23][CH2:22][CH:21]([N:24]4[CH2:29][CH2:28][N:27]([CH3:30])[CH2:26][CH2:25]4)[CH2:20][CH2:19]3)[N:9]=2)=[CH:4][C:3]=1[O:31][CH3:32].C(=O)([O-])[O-].[K+].[K+].Cl[CH2:40][C:41](Cl)=[O:42].[NH2:44][C:45]1[CH:50]=[CH:49][CH:48]=[CH:47][CH:46]=1. Product: [NH2:17][C:15]1[N:14]=[CH:13][N:12]=[C:11]2[N:10]([C@H:18]3[CH2:23][CH2:22][C@@H:21]([N:24]4[CH2:25][CH2:26][N:27]([CH3:30])[CH2:28][CH2:29]4)[CH2:20][CH2:19]3)[N:9]=[C:8]([C:5]3[CH:6]=[CH:7][C:2]([NH:1][C:41](=[O:42])[CH2:40][NH:44][C:45]4[CH:50]=[CH:49][CH:48]=[CH:47][CH:46]=4)=[C:3]([O:31][CH3:32])[CH:4]=3)[C:16]=12. (6) The catalyst class is: 6. Reactant: [CH2:1]([S:3]([C:6]1[CH:13]=[C:12]([N:14]2[CH2:19][CH2:18][O:17][CH2:16][CH2:15]2)[CH:11]=[C:10]([CH3:20])[C:7]=1[C:8]#[N:9])(=[O:5])=[O:4])[CH3:2].N.S(=O)(=O)(O)[OH:23]. Product: [CH2:1]([S:3]([C:6]1[CH:13]=[C:12]([N:14]2[CH2:15][CH2:16][O:17][CH2:18][CH2:19]2)[CH:11]=[C:10]([CH3:20])[C:7]=1[C:8]([NH2:9])=[O:23])(=[O:5])=[O:4])[CH3:2].